This data is from Oral bioavailability binary classification data from Ma et al.. The task is: Regression/Classification. Given a drug SMILES string, predict its absorption, distribution, metabolism, or excretion properties. Task type varies by dataset: regression for continuous measurements (e.g., permeability, clearance, half-life) or binary classification for categorical outcomes (e.g., BBB penetration, CYP inhibition). Dataset: bioavailability_ma. (1) The drug is CC(=O)N[C@@H](CS)C(=O)O. The result is 0 (low bioavailability). (2) The result is 0 (low bioavailability). The compound is CN(C)CCN(Cc1cccs1)c1ccccn1. (3) The molecule is Cc1nnc2n1-c1ccc(Cl)cc1C(c1ccccc1Cl)=NC2. The result is 1 (high bioavailability). (4) The molecule is O=c1n(CCCN2CCN(c3cccc(Cl)c3)CC2)nc2ccccn12. The result is 1 (high bioavailability). (5) The drug is CNCC[C@@H](Oc1ccccc1C)c1ccccc1. The result is 1 (high bioavailability). (6) The compound is CN1[C@H]2C[C@H](OC(=O)[C@H](CO)c3ccccc3)C[C@@H]1[C@H]1O[C@@H]21. The result is 1 (high bioavailability). (7) The drug is Cc1nnc(SCC2=C(C(=O)O)N3C(=O)[C@@H](NC(=O)Cn4cnnn4)[C@H]3SC2)s1. The result is 1 (high bioavailability).